Dataset: Forward reaction prediction with 1.9M reactions from USPTO patents (1976-2016). Task: Predict the product of the given reaction. Given the reactants [CH3:1][O:2][C:3]1[N:8]=[CH:7][C:6]([C@@H:9]([OH:12])[CH2:10][OH:11])=[CH:5][CH:4]=1.N1C=CC=CC=1.[C:19]1([CH3:29])[CH:24]=[CH:23][C:22]([S:25](Cl)(=[O:27])=[O:26])=[CH:21][CH:20]=1, predict the reaction product. The product is: [CH3:29][C:19]1[CH:24]=[CH:23][C:22]([S:25]([O:11][CH2:10][C@H:9]([OH:12])[C:6]2[CH:7]=[N:8][C:3]([O:2][CH3:1])=[CH:4][CH:5]=2)(=[O:27])=[O:26])=[CH:21][CH:20]=1.